This data is from Reaction yield outcomes from USPTO patents with 853,638 reactions. The task is: Predict the reaction yield, written as a fraction of the theoretical maximum amount of product (1.0 means a 100% yield; for example, 0.34 means a 34% yield). (1) The reactants are C([Li])CCC.[CH:6]([N:9]1[C:13]([C:14]2[CH:19]=[CH:18][N:17]=[C:16]([NH:20][C:21]3[CH:26]=[CH:25][CH:24]=[CH:23][CH:22]=3)[N:15]=2)=[CH:12][N:11]=[CH:10]1)([CH3:8])[CH3:7].CN([CH:30]=[O:31])C. The catalyst is C1COCC1. The product is [NH:20]([C:16]1[N:15]=[C:14]([C:13]2[N:9]([CH:6]([CH3:8])[CH3:7])[C:10]([CH:30]=[O:31])=[N:11][CH:12]=2)[CH:19]=[CH:18][N:17]=1)[C:21]1[CH:26]=[CH:25][CH:24]=[CH:23][CH:22]=1. The yield is 0.680. (2) The reactants are [CH3:1][C:2]1[N:6]2[C:7]3[CH:26]=[CH:25][CH:24]=[CH:23][C:8]=3[CH2:9][CH2:10][CH:11]([NH:12]C(=O)OCC3C=CC=CC=3)[C:5]2=[N:4][CH:3]=1.[H][H]. The catalyst is C(O)C.[Pd]. The product is [CH3:1][C:2]1[N:6]2[C:7]3[CH:26]=[CH:25][CH:24]=[CH:23][C:8]=3[CH2:9][CH2:10][CH:11]([NH2:12])[C:5]2=[N:4][CH:3]=1. The yield is 0.870. (3) The reactants are [Br:1][C:2]1[CH:7]=[CH:6][C:5]([O:8][C:9](=[O:14])[CH:10]=[C:11]([CH3:13])[CH3:12])=[CH:4][CH:3]=1.[Cl-].[Al+3].[Cl-].[Cl-]. The catalyst is ClCCl. The product is [Br:1][C:2]1[CH:3]=[C:4]2[C:5](=[CH:6][CH:7]=1)[O:8][C:9](=[O:14])[CH2:10][C:11]2([CH3:12])[CH3:13]. The yield is 0.570. (4) The catalyst is O1CCOCC1.O.C1C=CC([P]([Pd]([P](C2C=CC=CC=2)(C2C=CC=CC=2)C2C=CC=CC=2)([P](C2C=CC=CC=2)(C2C=CC=CC=2)C2C=CC=CC=2)[P](C2C=CC=CC=2)(C2C=CC=CC=2)C2C=CC=CC=2)(C2C=CC=CC=2)C2C=CC=CC=2)=CC=1. The reactants are Br[C:2]1[CH:3]=[CH:4][C:5]([CH2:10][N:11]2[CH2:16][CH2:15][O:14][CH2:13][CH2:12]2)=[C:6]([CH:9]=1)[C:7]#[N:8].[CH3:17][C:18]1[CH:23]=[C:22]([CH3:24])[NH:21][C:20](=[O:25])[C:19]=1[CH2:26][NH:27][C:28](=[O:54])[C:29]1[CH:34]=[C:33](B2OC(C)(C)C(C)(C)O2)[CH:32]=[C:31]([N:44]([CH2:51][CH3:52])[CH:45]2[CH2:50][CH2:49][O:48][CH2:47][CH2:46]2)[C:30]=1[CH3:53].C([O-])([O-])=O.[Na+].[Na+]. The product is [C:7]([C:6]1[CH:9]=[C:2]([C:33]2[CH:32]=[C:31]([N:44]([CH2:51][CH3:52])[CH:45]3[CH2:50][CH2:49][O:48][CH2:47][CH2:46]3)[C:30]([CH3:53])=[C:29]([C:28]([NH:27][CH2:26][C:19]3[C:20](=[O:25])[NH:21][C:22]([CH3:24])=[CH:23][C:18]=3[CH3:17])=[O:54])[CH:34]=2)[CH:3]=[CH:4][C:5]=1[CH2:10][N:11]1[CH2:16][CH2:15][O:14][CH2:13][CH2:12]1)#[N:8]. The yield is 0.0600. (5) The reactants are CO[C:3](=[O:31])[C:4]1[CH:9]=[CH:8][C:7]([N:10]2[C:14]([CH3:16])([CH3:15])[C:13](=[O:17])[N:12]([C:18]3[CH:23]=[CH:22][C:21]([C:24]#[N:25])=[C:20]([C:26]([F:29])([F:28])[F:27])[CH:19]=3)[C:11]2=[S:30])=[CH:6][CH:5]=1.[CH3:32][NH2:33]. No catalyst specified. The product is [C:24]([C:21]1[CH:22]=[CH:23][C:18]([N:12]2[C:13](=[O:17])[C:14]([CH3:15])([CH3:16])[N:10]([C:7]3[CH:8]=[CH:9][C:4]([C:3]([NH:33][CH3:32])=[O:31])=[CH:5][CH:6]=3)[C:11]2=[S:30])=[CH:19][C:20]=1[C:26]([F:29])([F:28])[F:27])#[N:25]. The yield is 0.510. (6) The reactants are [NH2:1][CH2:2][CH2:3][O:4][C:5]1[CH:10]=[CH:9][C:8]([NH:11][C:12](=[O:21])[C:13]2[CH:18]=[CH:17][CH:16]=[C:15]([O:19][CH3:20])[CH:14]=2)=[CH:7][C:6]=1[C:22]1[N:26]([CH3:27])[N:25]=[CH:24][CH:23]=1.Cl.[C:29](=[NH:34])(OCC)[CH3:30].C(N(CC)CC)C. The catalyst is ClCCl. The product is [C:29]([NH:1][CH2:2][CH2:3][O:4][C:5]1[CH:10]=[CH:9][C:8]([NH:11][C:12](=[O:21])[C:13]2[CH:18]=[CH:17][CH:16]=[C:15]([O:19][CH3:20])[CH:14]=2)=[CH:7][C:6]=1[C:22]1[N:26]([CH3:27])[N:25]=[CH:24][CH:23]=1)(=[NH:34])[CH3:30]. The yield is 0.0701. (7) The reactants are CO[C:3](=[O:14])[C:4]1[C:9]([Cl:10])=[CH:8][C:7]([Br:11])=[CH:6][C:5]=1[CH2:12]Br.[O:15]([C:22]1[CH:29]=[CH:28][C:25]([CH2:26][NH2:27])=[CH:24][CH:23]=1)[C:16]1[CH:21]=[CH:20][CH:19]=[CH:18][CH:17]=1.C([O-])([O-])=O.[K+].[K+].C(OCC)(=O)C. The product is [Br:11][C:7]1[CH:6]=[C:5]2[C:4](=[C:9]([Cl:10])[CH:8]=1)[C:3](=[O:14])[N:27]([CH2:26][C:25]1[CH:28]=[CH:29][C:22]([O:15][C:16]3[CH:17]=[CH:18][CH:19]=[CH:20][CH:21]=3)=[CH:23][CH:24]=1)[CH2:12]2. The yield is 0.320. The catalyst is C1(C)C=CC=CC=1.CCCCCC.